This data is from Full USPTO retrosynthesis dataset with 1.9M reactions from patents (1976-2016). The task is: Predict the reactants needed to synthesize the given product. (1) Given the product [ClH:26].[ClH:26].[CH2:27]([NH:29][C:16]([C:15]1[N:14]=[CH:13][N:12]2[C:6]3[CH:5]=[CH:4][C:3]([C:1]#[CH:2])=[CH:25][C:7]=3[C:8]([C:19]3[CH:24]=[CH:23][CH:22]=[CH:21][CH:20]=3)=[N:9][CH2:10][C:11]=12)=[O:17])[CH3:28], predict the reactants needed to synthesize it. The reactants are: [C:1]([C:3]1[CH:4]=[CH:5][C:6]2[N:12]3[CH:13]=[N:14][C:15]([C:16](O)=[O:17])=[C:11]3[CH2:10][N:9]=[C:8]([C:19]3[CH:24]=[CH:23][CH:22]=[CH:21][CH:20]=3)[C:7]=2[CH:25]=1)#[CH:2].[ClH:26].[CH2:27]([N:29]=C=NCCCN(C)C)[CH3:28].N1(O)C2C=CC=CC=2N=N1.C(N(CC)CC)C.Cl.C(N)C. (2) Given the product [N:21]([C:11]1([CH3:10])[CH2:15][CH2:14][CH2:13][CH2:12]1)=[N+:22]=[N-:23], predict the reactants needed to synthesize it. The reactants are: B(F)(F)F.CCOCC.[CH3:10][C:11]1(O)[CH2:15][CH2:14][CH2:13][CH2:12]1.C[Si]([N:21]=[N+:22]=[N-:23])(C)C.